The task is: Predict which catalyst facilitates the given reaction.. This data is from Catalyst prediction with 721,799 reactions and 888 catalyst types from USPTO. (1) Reactant: [CH2:1]([O:8][C@@H:9]1[CH2:14][CH2:13][C@@H:12]([N:15]=[N+]=[N-])[CH2:11][C@@H:10]1[CH3:18])[C:2]1[CH:7]=[CH:6][CH:5]=[CH:4][CH:3]=1.[OH-].[Na+].[C:21](O[C:21]([O:23][C:24]([CH3:27])([CH3:26])[CH3:25])=[O:22])([O:23][C:24]([CH3:27])([CH3:26])[CH3:25])=[O:22]. Product: [C:24]([O:23][C:21](=[O:22])[NH:15][C@@H:12]1[CH2:13][CH2:14][C@@H:9]([O:8][CH2:1][C:2]2[CH:7]=[CH:6][CH:5]=[CH:4][CH:3]=2)[C@@H:10]([CH3:18])[CH2:11]1)([CH3:27])([CH3:26])[CH3:25]. The catalyst class is: 19. (2) Reactant: [OH:1][C:2]1[CH:7]=[CH:6][C:5]([N+:8]([O-:10])=[O:9])=[CH:4][N:3]=1.S([O-])([O-])(=O)=O.[Na+].[Na+].[F:18][C:19]([F:27])(S(F)(=O)=O)C(O)=O. Product: [F:18][CH:19]([F:27])[O:1][C:2]1[CH:7]=[CH:6][C:5]([N+:8]([O-:10])=[O:9])=[CH:4][N:3]=1. The catalyst class is: 10. (3) Reactant: [CH3:1][O:2][C:3]1[CH:32]=[CH:31][C:6]([CH2:7][N:8]2[CH2:12][CH2:11][C:10]3([CH2:17][CH2:16][N:15]([CH2:18][C@@H:19]4[C@@H:23]([C:24]5[CH:29]=[CH:28][CH:27]=[CH:26][CH:25]=5)[CH2:22][NH:21][CH2:20]4)[CH2:14][CH2:13]3)[C:9]2=[O:30])=[CH:5][CH:4]=1.[CH:33]1([CH2:36][CH2:37]C(O)=O)[CH2:35][CH2:34]1.CC(C)N=C=NC(C)C.CN(C=[O:54])C. Product: [CH:33]1([CH2:36][C:37]([N:21]2[CH2:22][C@H:23]([C:24]3[CH:25]=[CH:26][CH:27]=[CH:28][CH:29]=3)[C@@H:19]([CH2:18][N:15]3[CH2:16][CH2:17][C:10]4([C:9](=[O:30])[N:8]([CH2:7][C:6]5[CH:5]=[CH:4][C:3]([O:2][CH3:1])=[CH:32][CH:31]=5)[CH2:12][CH2:11]4)[CH2:13][CH2:14]3)[CH2:20]2)=[O:54])[CH2:34][CH2:35]1. The catalyst class is: 142. (4) Reactant: [CH3:1][N:2]1[CH:6]=[C:5]([S:7](Cl)(=[O:9])=[O:8])[C:4]([C:11]([F:14])([F:13])[F:12])=[N:3]1.C(N(CC)CC)C.[Cl:22][C:23]1[CH:24]=[C:25]([C:31]2[CH:38]=[CH:37][C:34]([CH2:35][NH2:36])=[CH:33][C:32]=2[O:39][C:40]([F:43])([F:42])[F:41])[C:26]([O:29][CH3:30])=[N:27][CH:28]=1. Product: [Cl:22][C:23]1[CH:24]=[C:25]([C:31]2[CH:38]=[CH:37][C:34]([CH2:35][NH:36][S:7]([C:5]3[C:4]([C:11]([F:14])([F:13])[F:12])=[N:3][N:2]([CH3:1])[CH:6]=3)(=[O:9])=[O:8])=[CH:33][C:32]=2[O:39][C:40]([F:43])([F:41])[F:42])[C:26]([O:29][CH3:30])=[N:27][CH:28]=1. The catalyst class is: 4.